This data is from Peptide-MHC class II binding affinity with 134,281 pairs from IEDB. The task is: Regression. Given a peptide amino acid sequence and an MHC pseudo amino acid sequence, predict their binding affinity value. This is MHC class II binding data. (1) The MHC is HLA-DPA10103-DPB10401 with pseudo-sequence HLA-DPA10103-DPB10401. The binding affinity (normalized) is 0.647. The peptide sequence is NPMTVFWSKMAQSMT. (2) The peptide sequence is EKKYFAATQFEPFAA. The MHC is HLA-DPA10301-DPB10402 with pseudo-sequence HLA-DPA10301-DPB10402. The binding affinity (normalized) is 0.825.